Dataset: Full USPTO retrosynthesis dataset with 1.9M reactions from patents (1976-2016). Task: Predict the reactants needed to synthesize the given product. (1) Given the product [CH3:20][O:21][C:22](=[O:31])[CH2:23][C:24]1[CH:25]=[N:26][C:27]([C:4]2[S:3][C:2]([CH3:1])=[N:6][CH:5]=2)=[CH:28][CH:29]=1, predict the reactants needed to synthesize it. The reactants are: [CH3:1][C:2]1[S:3][C:4]([Sn](CCCC)(CCCC)CCCC)=[CH:5][N:6]=1.[CH3:20][O:21][C:22](=[O:31])[CH2:23][C:24]1[CH:25]=[N:26][C:27](Br)=[CH:28][CH:29]=1. (2) Given the product [NH2:1][C:2]([C@@H:4]([NH:9][C:10]([N:12]1[C:16]2[CH:17]=[CH:18][CH:19]=[CH:20][C:15]=2[N:14]([CH2:21][CH2:22][S:23]([CH3:25])(=[O:35])=[O:24])[C:13]1=[O:26])=[O:11])[C:5]([CH3:8])([CH3:7])[CH3:6])=[O:3], predict the reactants needed to synthesize it. The reactants are: [NH2:1][C:2]([C@@H:4]([NH:9][C:10]([N:12]1[C:16]2[CH:17]=[CH:18][CH:19]=[CH:20][C:15]=2[N:14]([CH2:21][CH2:22][S:23]([CH3:25])=[O:24])[C:13]1=[O:26])=[O:11])[C:5]([CH3:8])([CH3:7])[CH3:6])=[O:3].ClC1C=CC=C(C(OO)=[O:35])C=1.C([O-])(O)=O.[Na+]. (3) Given the product [NH2:15][C:10]1[N:11]=[C:12]([Cl:14])[C:13]2[C:5]([C:1]#[C:87][C@@H:86]([OH:89])[CH2:88][OH:48])=[CH:6][N:7]([CH2:16][C:17]3[C:22]([CH3:23])=[C:21]([O:24][CH3:25])[C:20]([CH3:26])=[CH:19][N:18]=3)[C:8]=2[N:9]=1, predict the reactants needed to synthesize it. The reactants are: [C:1]([C:5]1[C:13]2[C:12]([Cl:14])=[N:11][C:10]([NH2:15])=[N:9][C:8]=2[N:7]([CH2:16][C:17]2[C:22]([CH3:23])=[C:21]([O:24][CH3:25])[C:20]([CH3:26])=[CH:19][N:18]=2)[CH:6]=1)#CC=C.CC[C@@H]1[C@@H]2C[C@H]([C@@H](OC3C4C(=CC=CC=4)C(O[C@@H](C4C=CN=C5C=4C=C(OC)C=C5)[C@@H]4N5C[C@H](CC)[C@@H](CC5)C4)=NN=3)C3C=CN=C4C=3C=C([O:48]C)C=C4)N(CC2)C1.C[C:86]([OH:89])([CH3:88])[CH3:87].C1COCC1.O.